From a dataset of Forward reaction prediction with 1.9M reactions from USPTO patents (1976-2016). Predict the product of the given reaction. (1) Given the reactants [F:1][C:2]1[C:3]([NH:16][C@H:17]2[CH2:21][CH2:20][NH:19][CH2:18]2)=[C:4]2[C:8](=[C:9]([C:11]([NH2:13])=[O:12])[CH:10]=1)[NH:7][C:6]([CH3:14])=[C:5]2[CH3:15].C([O-])([O-])=O.[Cs+].[Cs+].[N:28]#[C:29]Br.C(#N)C, predict the reaction product. The product is: [C:29]([N:19]1[CH2:20][CH2:21][C@H:17]([NH:16][C:3]2[C:2]([F:1])=[CH:10][C:9]([C:11]([NH2:13])=[O:12])=[C:8]3[C:4]=2[C:5]([CH3:15])=[C:6]([CH3:14])[NH:7]3)[CH2:18]1)#[N:28]. (2) Given the reactants Cl.Cl.[NH2:3][C:4]1[C:12]([NH2:13])=[CH:11][CH:10]=[CH:9][C:5]=1[C:6]([NH2:8])=[O:7].[Br:14][C:15]1[CH:22]=[CH:21][C:18]([CH:19]=O)=[CH:17][CH:16]=1, predict the reaction product. The product is: [Br:14][C:15]1[CH:22]=[CH:21][C:18]([C:19]2[NH:13][C:12]3[CH:11]=[CH:10][CH:9]=[C:5]([C:6]([NH2:8])=[O:7])[C:4]=3[N:3]=2)=[CH:17][CH:16]=1.